This data is from Reaction yield outcomes from USPTO patents with 853,638 reactions. The task is: Predict the reaction yield, written as a fraction of the theoretical maximum amount of product (1.0 means a 100% yield; for example, 0.34 means a 34% yield). (1) The reactants are [C:1]([O:5][C:6]([N:8]1[CH2:12][CH2:11][CH2:10][C@H:9]1[C:13]1[NH:14][C:15]([C:18]2[CH:19]=[N:20][C:21]([C:24]3[CH:29]=[CH:28][C:27]([C:30]4[NH:31][C:32]([C@@H:35]5[CH2:39][CH2:38][CH2:37][N:36]5C(OCC5C=CC=CC=5)=O)=[N:33][CH:34]=4)=[CH:26][CH:25]=3)=[N:22][CH:23]=2)=[CH:16][N:17]=1)=[O:7])([CH3:4])([CH3:3])[CH3:2].C([O-])([O-])=O.[K+].[K+].O. The catalyst is CO.[Pd]. The product is [C:1]([O:5][C:6]([N:8]1[CH2:12][CH2:11][CH2:10][C@H:9]1[C:13]1[NH:14][C:15]([C:18]2[CH:23]=[N:22][C:21]([C:24]3[CH:29]=[CH:28][C:27]([C:30]4[NH:31][C:32]([C@@H:35]5[CH2:39][CH2:38][CH2:37][NH:36]5)=[N:33][CH:34]=4)=[CH:26][CH:25]=3)=[N:20][CH:19]=2)=[CH:16][N:17]=1)=[O:7])([CH3:4])([CH3:2])[CH3:3]. The yield is 0.560. (2) The reactants are Cl[C:2]1[O:3][C:4]2[C:5](=[C:7]([C:19]#[N:20])[C:8]([CH3:18])=[C:9]([C:12]3[CH:17]=[CH:16][CH:15]=[CH:14][CH:13]=3)[C:10]=2[F:11])[N:6]=1.C(N(C(C)C)CC)(C)C.[NH:30]1[CH2:33][CH:32]([CH2:34][C:35]([O:37][CH2:38][CH3:39])=[O:36])[CH2:31]1. The catalyst is C(Cl)Cl.C(Cl)(Cl)Cl. The product is [C:19]([C:7]1[C:5]2[N:6]=[C:2]([N:30]3[CH2:33][CH:32]([CH2:34][C:35]([O:37][CH2:38][CH3:39])=[O:36])[CH2:31]3)[O:3][C:4]=2[C:10]([F:11])=[C:9]([C:12]2[CH:17]=[CH:16][CH:15]=[CH:14][CH:13]=2)[C:8]=1[CH3:18])#[N:20]. The yield is 0.760. (3) The reactants are [F:1][C:2]1[CH:7]=[CH:6][C:5]([C:8]2[C:16]3[C:11](=[CH:12][CH:13]=[C:14]([C:17]4[NH:18][C:19]([C:22]5[CH:27]=[CH:26][C:25]([O:28]C)=[CH:24][CH:23]=5)=[N:20][N:21]=4)[CH:15]=3)[NH:10][N:9]=2)=[CH:4][CH:3]=1.B(Br)(Br)Br. The catalyst is ClCCl. The product is [F:1][C:2]1[CH:7]=[CH:6][C:5]([C:8]2[C:16]3[C:11](=[CH:12][CH:13]=[C:14]([C:17]4[NH:18][C:19]([C:22]5[CH:27]=[CH:26][C:25]([OH:28])=[CH:24][CH:23]=5)=[N:20][N:21]=4)[CH:15]=3)[NH:10][N:9]=2)=[CH:4][CH:3]=1. The yield is 0.187.